This data is from Catalyst prediction with 721,799 reactions and 888 catalyst types from USPTO. The task is: Predict which catalyst facilitates the given reaction. Reactant: [Br:1][C:2]1[C:13]([O:14][CH3:15])=[CH:12][CH:11]=[CH:10][C:3]=1[C:4](N(OC)C)=[O:5].[CH3:16][Mg]Br.C(OCC)(=O)C.Cl. Product: [Br:1][C:2]1[C:13]([O:14][CH3:15])=[CH:12][CH:11]=[CH:10][C:3]=1[C:4](=[O:5])[CH3:16]. The catalyst class is: 7.